From a dataset of NCI-60 drug combinations with 297,098 pairs across 59 cell lines. Regression. Given two drug SMILES strings and cell line genomic features, predict the synergy score measuring deviation from expected non-interaction effect. (1) Drug 1: CC1C(C(CC(O1)OC2CC(CC3=C2C(=C4C(=C3O)C(=O)C5=C(C4=O)C(=CC=C5)OC)O)(C(=O)CO)O)N)O.Cl. Drug 2: COC1=C2C(=CC3=C1OC=C3)C=CC(=O)O2. Cell line: DU-145. Synergy scores: CSS=9.35, Synergy_ZIP=-1.14, Synergy_Bliss=1.60, Synergy_Loewe=-0.766, Synergy_HSA=0.726. (2) Synergy scores: CSS=46.2, Synergy_ZIP=-0.183, Synergy_Bliss=-3.36, Synergy_Loewe=-17.8, Synergy_HSA=-3.98. Cell line: A549. Drug 1: C1=NC2=C(N=C(N=C2N1C3C(C(C(O3)CO)O)F)Cl)N. Drug 2: CC1CCCC2(C(O2)CC(NC(=O)CC(C(C(=O)C(C1O)C)(C)C)O)C(=CC3=CSC(=N3)C)C)C.